The task is: Predict which catalyst facilitates the given reaction.. This data is from Catalyst prediction with 721,799 reactions and 888 catalyst types from USPTO. Reactant: C[O:2][C:3](=[O:11])[C:4]1[CH:9]=[CH:8][C:7]([NH2:10])=[CH:6][N:5]=1.[F:12][C:13]1[CH:32]=[CH:31][C:16]([O:17][C:18]2[C:19]([C:28](O)=[O:29])=[N:20][C:21]3[C:26]([N:27]=2)=[CH:25][CH:24]=[CH:23][CH:22]=3)=[C:15]([O:33][CH3:34])[CH:14]=1.CN1CCOCC1.CN(C(ON1N=NC2C=CC=NC1=2)=[N+](C)C)C.F[P-](F)(F)(F)(F)F.[OH-].[Na+]. Product: [F:12][C:13]1[CH:32]=[CH:31][C:16]([O:17][C:18]2[C:19]([C:28]([NH:10][C:7]3[CH:8]=[CH:9][C:4]([C:3]([OH:2])=[O:11])=[N:5][CH:6]=3)=[O:29])=[N:20][C:21]3[C:26]([N:27]=2)=[CH:25][CH:24]=[CH:23][CH:22]=3)=[C:15]([O:33][CH3:34])[CH:14]=1. The catalyst class is: 121.